From a dataset of Reaction yield outcomes from USPTO patents with 853,638 reactions. Predict the reaction yield, written as a fraction of the theoretical maximum amount of product (1.0 means a 100% yield; for example, 0.34 means a 34% yield). (1) The reactants are Br[CH2:2][C:3]1[CH:12]=[CH:11][C:6]([C:7]([O:9][CH3:10])=[O:8])=[CH:5][CH:4]=1.[P:13](OCC)([O:18][CH2:19][CH3:20])([O:15][CH2:16][CH3:17])=[O:14]. No catalyst specified. The product is [CH3:10][O:9][C:7]([C:6]1[CH:11]=[CH:12][C:3]([CH2:2][P:13](=[O:14])([O:18][CH2:19][CH3:20])[O:15][CH2:16][CH3:17])=[CH:4][CH:5]=1)=[O:8]. The yield is 0.690. (2) The reactants are C(O[C:4](=[O:21])[CH2:5][C:6]([CH:8]1[CH2:13][CH2:12][N:11]([C:14]([O:16][C:17]([CH3:20])([CH3:19])[CH3:18])=[O:15])[CH2:10][CH2:9]1)=O)C.[Cl:22][C:23]1[CH:24]=[CH:25][CH:26]=[C:27]2[C:31]=1[NH:30][N:29]=[C:28]2[NH2:32].P([O-])([O-])([O-])=O.[K+].[K+].[K+]. The catalyst is COCC(O)C.ClCCl.CO. The product is [Cl:22][C:23]1[C:31]2[C:27](=[C:28]3[NH:32][C:6]([CH:8]4[CH2:9][CH2:10][N:11]([C:14]([O:16][C:17]([CH3:18])([CH3:19])[CH3:20])=[O:15])[CH2:12][CH2:13]4)=[CH:5][C:4](=[O:21])[N:29]3[N:30]=2)[CH:26]=[CH:25][CH:24]=1. The yield is 0.0900. (3) The reactants are [CH3:1][C:2]([CH3:31])([CH3:30])[CH2:3][C:4]([NH:6][C:7]1[C:8]([CH3:29])=[C:9](B(O)O)[C:10]2[O:14][CH2:13][CH:12]([C:15]3[CH:20]=[CH:19][C:18]([CH:21]([CH3:23])[CH3:22])=[CH:17][CH:16]=3)[C:11]=2[C:24]=1[CH3:25])=[O:5].Br[C:33]1[S:34][CH:35]=[CH:36][CH:37]=1. The catalyst is CCCCCC.C(OCC)(=O)C. The product is [CH:21]([C:18]1[CH:19]=[CH:20][C:15]([CH:12]2[C:11]3[C:24]([CH3:25])=[C:7]([NH:6][C:4](=[O:5])[CH2:3][C:2]([CH3:31])([CH3:30])[CH3:1])[C:8]([CH3:29])=[C:9]([C:33]4[S:34][CH:35]=[CH:36][CH:37]=4)[C:10]=3[O:14][CH2:13]2)=[CH:16][CH:17]=1)([CH3:23])[CH3:22]. The yield is 0.580. (4) The reactants are [C:1]([N:4]1[C:13]2[C:8](=[CH:9][C:10]([C:14]#[N:15])=[CH:11][CH:12]=2)[C@H:7]([NH:16][C:17]2[CH:22]=[CH:21][CH:20]=[C:19]([CH2:23][O:24][Si](C(C)(C)C)(C)C)[N:18]=2)[C@@H:6]([CH3:32])[C@@H:5]1[CH:33]1[CH2:35][CH2:34]1)(=[O:3])[CH3:2].CCCC[N+](CCCC)(CCCC)CCCC.[F-]. The catalyst is C1COCC1.C(Cl)Cl. The product is [C:1]([N:4]1[C:13]2[C:8](=[CH:9][C:10]([C:14]#[N:15])=[CH:11][CH:12]=2)[C@H:7]([NH:16][C:17]2[CH:22]=[CH:21][CH:20]=[C:19]([CH2:23][OH:24])[N:18]=2)[C@@H:6]([CH3:32])[C@@H:5]1[CH:33]1[CH2:35][CH2:34]1)(=[O:3])[CH3:2]. The yield is 0.980. (5) The reactants are [CH2:1]([C@H:8]([NH:21][C:22]([C@@H:24]([NH:34][C:35]([C@@H:37]([NH:41][C:42]([CH:44]1[CH2:52][C:51]2[C:46](=[CH:47][CH:48]=[CH:49][CH:50]=2)[CH2:45]1)=[O:43])[CH:38]1[CH2:40][CH2:39]1)=[O:36])[CH2:25][C:26]1[CH:31]=[CH:30][C:29]([O:32][CH3:33])=[CH:28][CH:27]=1)=[O:23])[CH:9]([C:11](=[O:20])[NH:12][CH2:13][C:14]1[CH:19]=[CH:18][CH:17]=[CH:16][CH:15]=1)[OH:10])[C:2]1[CH:7]=[CH:6][CH:5]=[CH:4][CH:3]=1.CC(OI1(OC(C)=O)(OC(C)=O)OC(=O)C2C=CC=CC1=2)=O. The catalyst is ClCCl. The product is [CH2:1]([C@H:8]([NH:21][C:22]([C@@H:24]([NH:34][C:35]([C@@H:37]([NH:41][C:42]([CH:44]1[CH2:45][C:46]2[C:51](=[CH:50][CH:49]=[CH:48][CH:47]=2)[CH2:52]1)=[O:43])[CH:38]1[CH2:40][CH2:39]1)=[O:36])[CH2:25][C:26]1[CH:27]=[CH:28][C:29]([O:32][CH3:33])=[CH:30][CH:31]=1)=[O:23])[C:9]([C:11](=[O:20])[NH:12][CH2:13][C:14]1[CH:15]=[CH:16][CH:17]=[CH:18][CH:19]=1)=[O:10])[C:2]1[CH:7]=[CH:6][CH:5]=[CH:4][CH:3]=1. The yield is 0.490. (6) The reactants are [Li][CH2:2][CH2:3][CH2:4][CH3:5].CCCCC[CH2:11][CH3:12].C(O)C1C=CC=CC=1.BrC1C=CC([CH2:26][N:27]2[CH2:31][CH2:30][CH2:29][C@H:28]2[CH3:32])=C(Cl)C=1.[O:36]=[C:37]1[CH2:40][CH:39]([C:41]([OH:43])=O)[CH2:38]1.[ClH:44].[NH:45]1[CH2:49][CH2:48][CH2:47][CH2:46]1.F[P-](F)(F)(F)(F)F.N1(O[P+](N(C)C)(N(C)C)N(C)C)C2C=CC=CC=2N=N1. The catalyst is C1COCC1. The product is [Cl:44][C:3]1[CH:4]=[C:5]([C:37]2([OH:36])[CH2:38][CH:39]([C:41]([N:45]3[CH2:49][CH2:48][CH2:47][CH2:46]3)=[O:43])[CH2:40]2)[CH:11]=[CH:12][C:2]=1[CH2:26][N:27]1[CH2:31][CH2:30][CH2:29][C@H:28]1[CH3:32]. The yield is 0.630. (7) The yield is 0.350. The product is [Cl:28][C:29]1[CH:30]=[C:31]([C@@H:39]([CH2:49][CH:50]2[CH2:51][CH2:52][CH2:53][CH2:54]2)[C:40]([NH:42][C:43]2[CH:47]=[CH:46][N:45]([CH2:48][C@@H:25]([OH:26])[CH2:24][OH:65])[N:44]=2)=[O:41])[CH:32]=[CH:33][C:34]=1[S:35]([CH3:38])(=[O:37])=[O:36]. The reactants are C1(P(C2C=CC=CC=2)C2C=CC=CC=2)C=CC=CC=1.BrN1[C:25](=[O:26])[CH2:24]CC1=O.[Cl:28][C:29]1[CH:30]=[C:31]([C@@H:39]([CH2:49][CH:50]2[CH2:54][CH2:53][CH2:52][CH2:51]2)[C:40]([NH:42][C:43]2[CH:47]=[CH:46][N:45]([CH3:48])[N:44]=2)=[O:41])[CH:32]=[CH:33][C:34]=1[S:35]([CH3:38])(=[O:37])=[O:36].N1C(C)=CC=CC=1C.C(OCC)(=[O:65])C. The catalyst is C(Cl)Cl.